Dataset: Forward reaction prediction with 1.9M reactions from USPTO patents (1976-2016). Task: Predict the product of the given reaction. (1) Given the reactants [NH2:1][C:2]1[CH:7]=[N:6][C:5]([C:8]#[N:9])=[CH:4][N:3]=1.C(Cl)Cl.N1C=CC=CC=1.[C:19]1([O:25][C:26](Cl)=[O:27])[CH:24]=[CH:23][CH:22]=[CH:21][CH:20]=1, predict the reaction product. The product is: [C:19]1([O:25][C:26](=[O:27])[NH:1][C:2]2[CH:7]=[N:6][C:5]([C:8]#[N:9])=[CH:4][N:3]=2)[CH:24]=[CH:23][CH:22]=[CH:21][CH:20]=1. (2) Given the reactants [N:1]([CH:4]1[C:13]2[N:12]=[CH:11][CH:10]=[CH:9][C:8]=2[CH2:7][CH2:6][CH2:5]1)=[N+]=[N-], predict the reaction product. The product is: [NH2:1][CH:4]1[C:13]2[N:12]=[CH:11][CH:10]=[CH:9][C:8]=2[CH2:7][CH2:6][CH2:5]1.